Dataset: Catalyst prediction with 721,799 reactions and 888 catalyst types from USPTO. Task: Predict which catalyst facilitates the given reaction. (1) Product: [Br:1][C:2]1[CH:3]=[C:4]([C:15]([F:18])([F:17])[F:16])[C:5]2[N:6]([C:8]([Cl:14])=[C:9]([C:11]([N:29]3[CH2:30][CH2:31][C@@H:32]([N:33]4[CH2:37][CH2:36][O:35][C:34]4=[O:38])[C@H:27]([OH:26])[CH2:28]3)=[O:13])[N:10]=2)[CH:7]=1. Reactant: [Br:1][C:2]1[CH:3]=[C:4]([C:15]([F:18])([F:17])[F:16])[C:5]2[N:6]([C:8]([Cl:14])=[C:9]([C:11]([OH:13])=O)[N:10]=2)[CH:7]=1.OC(C(F)(F)F)=O.[OH:26][C@H:27]1[C@H:32]([N:33]2[CH2:37][CH2:36][O:35][C:34]2=[O:38])[CH2:31][CH2:30][NH:29][CH2:28]1.CCN(C(C)C)C(C)C.CN(C(ON1N=NC2C=CC=NC1=2)=[N+](C)C)C.F[P-](F)(F)(F)(F)F. The catalyst class is: 31. (2) Reactant: [OH:1][C@H:2]([C:16]1[S:17][C:18]([C:21]2[CH:22]=[N:23][CH:24]=[CH:25][CH:26]=2)=[CH:19][CH:20]=1)[C@@H:3]1[N:7]([CH3:8])[C:6](=[O:9])[CH2:5][C@@H:4]1[C:10]1[CH:15]=[CH:14][CH:13]=[CH:12][CH:11]=1.C1C=C(Cl)C=C(C(OO)=[O:35])C=1.C([O-])(O)=O.[Na+]. Product: [OH:1][C@H:2]([C:16]1[S:17][C:18]([C:21]2[CH:22]=[N+:23]([O-:35])[CH:24]=[CH:25][CH:26]=2)=[CH:19][CH:20]=1)[C@@H:3]1[N:7]([CH3:8])[C:6](=[O:9])[CH2:5][C@@H:4]1[C:10]1[CH:11]=[CH:12][CH:13]=[CH:14][CH:15]=1. The catalyst class is: 22. (3) The catalyst class is: 16. Reactant: CC(C)([O-])C.[K+].[CH2:7]([N:14]1[CH2:19][CH2:18][CH:17]([OH:20])[CH2:16][CH2:15]1)[C:8]1[CH:13]=[CH:12][CH:11]=[CH:10][CH:9]=1.F[C:22]1[C:27]([CH3:28])=[CH:26][CH:25]=[CH:24][N:23]=1. Product: [CH2:7]([N:14]1[CH2:19][CH2:18][CH:17]([O:20][C:22]2[C:27]([CH3:28])=[CH:26][CH:25]=[CH:24][N:23]=2)[CH2:16][CH2:15]1)[C:8]1[CH:9]=[CH:10][CH:11]=[CH:12][CH:13]=1. (4) Reactant: [CH:1]1([C:4]2[CH2:5][C:6](=[O:15])[N:7]([C:9]3[CH:14]=[CH:13][CH:12]=[CH:11][CH:10]=3)[N:8]=2)[CH2:3][CH2:2]1.I[CH3:17]. Product: [CH:1]1([C:4]2[N:8]([CH3:17])[N:7]([C:9]3[CH:10]=[CH:11][CH:12]=[CH:13][CH:14]=3)[C:6](=[O:15])[CH:5]=2)[CH2:3][CH2:2]1. The catalyst class is: 3. (5) Reactant: C([O:4][C@@H:5]1[C@H:9]([O:10][CH2:11][C:12]2[CH:17]=[CH:16][CH:15]=[CH:14][CH:13]=2)[C@:8]([CH2:20][O:21][CH2:22][C:23]2[CH:28]=[CH:27][CH:26]=[CH:25][CH:24]=2)([CH:18]=[CH2:19])[O:7][C@H:6]1[N:29]1[CH:34]=[CH:33][C:32](=[O:35])[NH:31][C:30]1=[O:36])(=O)C.CO. Product: [CH2:11]([O:10][C@@H:9]1[C@:8]([CH2:20][O:21][CH2:22][C:23]2[CH:28]=[CH:27][CH:26]=[CH:25][CH:24]=2)([CH:18]=[CH2:19])[O:7][C@@H:6]([N:29]2[CH:34]=[CH:33][C:32](=[O:35])[NH:31][C:30]2=[O:36])[C@@H:5]1[OH:4])[C:12]1[CH:13]=[CH:14][CH:15]=[CH:16][CH:17]=1. The catalyst class is: 328. (6) Reactant: [CH:1]([N:14]1[CH2:17][CH:16]([C:18]2[CH:23]=[CH:22][C:21]([N+:24]([O-])=O)=[C:20]([O:27][CH3:28])[CH:19]=2)[CH2:15]1)([C:8]1[CH:13]=[CH:12][CH:11]=[CH:10][CH:9]=1)[C:2]1[CH:7]=[CH:6][CH:5]=[CH:4][CH:3]=1.Cl.CC(O)C. Product: [CH:1]([N:14]1[CH2:17][CH:16]([C:18]2[CH:23]=[CH:22][C:21]([NH2:24])=[C:20]([O:27][CH3:28])[CH:19]=2)[CH2:15]1)([C:2]1[CH:3]=[CH:4][CH:5]=[CH:6][CH:7]=1)[C:8]1[CH:9]=[CH:10][CH:11]=[CH:12][CH:13]=1. The catalyst class is: 19. (7) The catalyst class is: 96. Product: [CH:27]([C:30]1[CH:35]=[CH:34][C:33]([CH3:36])=[CH:32][C:31]=1[NH:37][C:38]([NH:24][CH2:23][CH2:22][CH2:21][C:18]1[CH:19]=[CH:20][C:15]([C:12]2[N:13]=[CH:14][N:10]([C:7]3[CH:6]=[CH:5][C:4]([O:3][C:2]([F:1])([F:25])[F:26])=[CH:9][CH:8]=3)[N:11]=2)=[CH:16][CH:17]=1)=[S:39])([CH3:29])[CH3:28]. Reactant: [F:1][C:2]([F:26])([F:25])[O:3][C:4]1[CH:9]=[CH:8][C:7]([N:10]2[CH:14]=[N:13][C:12]([C:15]3[CH:20]=[CH:19][C:18]([CH2:21][CH2:22][CH2:23][NH2:24])=[CH:17][CH:16]=3)=[N:11]2)=[CH:6][CH:5]=1.[CH:27]([C:30]1[CH:35]=[CH:34][C:33]([CH3:36])=[CH:32][C:31]=1[N:37]=[C:38]=[S:39])([CH3:29])[CH3:28].C(N(CC)CC)C. (8) Reactant: [NH2:1][C:2]1[C:7]([OH:8])=[C:6]([NH2:9])[N:5]=[C:4]([C:10]2[C:18]3[C:13](=[N:14][CH:15]=[CH:16][CH:17]=3)[N:12]([CH2:19][C:20]3[CH:25]=[CH:24][CH:23]=[CH:22][C:21]=3[F:26])[N:11]=2)[N:3]=1.C(N(CC)C(C)C)(C)C.[C:36](N1C=CN=C1)(N1C=CN=C1)=[O:37]. Product: [NH2:9][C:6]1[C:7]2[O:8][C:36](=[O:37])[NH:1][C:2]=2[N:3]=[C:4]([C:10]2[C:18]3[C:13](=[N:14][CH:15]=[CH:16][CH:17]=3)[N:12]([CH2:19][C:20]3[CH:25]=[CH:24][CH:23]=[CH:22][C:21]=3[F:26])[N:11]=2)[N:5]=1. The catalyst class is: 9. (9) Reactant: C(O)(=O)C(O)=O.[CH3:7][C:8](=[O:14])[CH2:9][C:10]([CH3:13])([NH2:12])[CH3:11].[OH-].[Na+].[C:17](O[C:17]([O:19][C:20]([CH3:23])([CH3:22])[CH3:21])=[O:18])([O:19][C:20]([CH3:23])([CH3:22])[CH3:21])=[O:18].O. Product: [C:20]([O:19][C:17](=[O:18])[NH:12][C:10]([CH3:13])([CH3:11])[CH2:9][C:8](=[O:14])[CH3:7])([CH3:23])([CH3:22])[CH3:21]. The catalyst class is: 54. (10) Reactant: [C:1]([O:5][C:6]([N:8]1[C:16]2[C:11](=[CH:12][C:13]([CH:17]3[C:22]([C:23]#[N:24])=[C:21]([CH3:25])[NH:20][C:19]([CH3:26])=[C:18]3[C:27]#[N:28])=[CH:14][CH:15]=2)[C:10]([NH:29][CH2:30][CH2:31]O)=[N:9]1)=[O:7])([CH3:4])([CH3:3])[CH3:2].C1(P(C2C=CC=CC=2)C2C=CC=CC=2)C=CC=CC=1.[C:52]([NH2:63])(=[O:62])[C:53]1[C:54](=[CH:58][CH:59]=[CH:60][CH:61]=1)[C:55](N)=[O:56]. Product: [C:1]([O:5][C:6]([N:8]1[C:16]2[C:11](=[CH:12][C:13]([CH:17]3[C:22]([C:23]#[N:24])=[C:21]([CH3:25])[NH:20][C:19]([CH3:26])=[C:18]3[C:27]#[N:28])=[CH:14][CH:15]=2)[C:10]([NH:29][CH2:30][CH2:31][N:63]2[C:52](=[O:62])[C:53]3[C:54](=[CH:58][CH:59]=[CH:60][CH:61]=3)[C:55]2=[O:56])=[N:9]1)=[O:7])([CH3:4])([CH3:2])[CH3:3]. The catalyst class is: 1.